This data is from Drug-target binding data from BindingDB using Ki measurements. The task is: Regression. Given a target protein amino acid sequence and a drug SMILES string, predict the binding affinity score between them. We predict pKi (pKi = -log10(Ki in M); higher means stronger inhibition). Dataset: bindingdb_ki. (1) The drug is CC(C)S[C@@H]1O[C@H](CO)[C@H](O)[C@H](O)[C@H]1O. The target protein (P00722) has sequence MTMITDSLAVVLQRRDWENPGVTQLNRLAAHPPFASWRNSEEARTDRPSQQLRSLNGEWRFAWFPAPEAVPESWLECDLPEADTVVVPSNWQMHGYDAPIYTNVTYPITVNPPFVPTENPTGCYSLTFNVDESWLQEGQTRIIFDGVNSAFHLWCNGRWVGYGQDSRLPSEFDLSAFLRAGENRLAVMVLRWSDGSYLEDQDMWRMSGIFRDVSLLHKPTTQISDFHVATRFNDDFSRAVLEAEVQMCGELRDYLRVTVSLWQGETQVASGTAPFGGEIIDERGGYADRVTLRLNVENPKLWSAEIPNLYRAVVELHTADGTLIEAEACDVGFREVRIENGLLLLNGKPLLIRGVNRHEHHPLHGQVMDEQTMVQDILLMKQNNFNAVRCSHYPNHPLWYTLCDRYGLYVVDEANIETHGMVPMNRLTDDPRWLPAMSERVTRMVQRDRNHPSVIIWSLGNESGHGANHDALYRWIKSVDPSRPVQYEGGGADTTATDII.... The pKi is 4.1. (2) The small molecule is FCC1Cc2ccc(Br)cc2CN1. The target protein (P11086) has sequence MSGADRSPNAGAAPDSAPGQAAVASAYQRFEPRAYLRNNYAPPRGDLCNPNGVGPWKLRCLAQTFATGEVSGRTLIDIGSGPTVYQLLSACSHFEDITMTDFLEVNRQELGRWLQEEPGAFNWSMYSQHACLIEGKGECWQDKERQLRARVKRVLPIDVHQPQPLGAGSPAPLPADALVSAFCLEAVSPDLASFQRALDHITTLLRPGGHLLLIGALEESWYLAGEARLTVVPVSEEEVREALVRSGYKVRDLRTYIMPAHLQTGVDDVKGVFFAWAQKVGL. The pKi is 5.9.